From a dataset of Forward reaction prediction with 1.9M reactions from USPTO patents (1976-2016). Predict the product of the given reaction. Given the reactants [CH3:1][O:2][C:3]1[CH:4]=[C:5]2[C:10](=[CH:11][CH:12]=1)[C:9](=[O:13])[NH:8][C:7](=[O:14])/[C:6]/2=[CH:15]/OC.[N:18]1([CH2:24][C:25]2[CH:30]=[CH:29][C:28]([NH2:31])=[CH:27][CH:26]=2)[CH2:23][CH2:22][CH2:21][CH2:20][CH2:19]1, predict the reaction product. The product is: [CH3:1][O:2][C:3]1[CH:4]=[C:5]2[C:10](=[CH:11][CH:12]=1)[C:9](=[O:13])[NH:8][C:7](=[O:14])[C:6]2=[CH:15][NH:31][C:28]1[CH:27]=[CH:26][C:25]([CH2:24][N:18]2[CH2:23][CH2:22][CH2:21][CH2:20][CH2:19]2)=[CH:30][CH:29]=1.